This data is from Forward reaction prediction with 1.9M reactions from USPTO patents (1976-2016). The task is: Predict the product of the given reaction. (1) Given the reactants [NH2:1][C:2]1[CH:27]=[CH:26][C:5]([O:6][CH2:7][CH2:8][N:9]([CH2:17][C:18]2[CH:23]=[CH:22][C:21]([F:24])=[CH:20][C:19]=2[F:25])[C:10](=[O:16])[O:11][C:12]([CH3:15])([CH3:14])[CH3:13])=[C:4]([Cl:28])[CH:3]=1.[C:29]([C:31]1[N:32]=[CH:33][C:34]([NH:37][C:38](=O)[O:39]C2C=CC=CC=2)=[N:35][CH:36]=1)#[N:30], predict the reaction product. The product is: [Cl:28][C:4]1[CH:3]=[C:2]([NH:1][C:38]([NH:37][C:34]2[CH:33]=[N:32][C:31]([C:29]#[N:30])=[CH:36][N:35]=2)=[O:39])[CH:27]=[CH:26][C:5]=1[O:6][CH2:7][CH2:8][N:9]([CH2:17][C:18]1[CH:23]=[CH:22][C:21]([F:24])=[CH:20][C:19]=1[F:25])[C:10](=[O:16])[O:11][C:12]([CH3:15])([CH3:13])[CH3:14]. (2) Given the reactants C([O:3][C:4](=O)[C:5]1[C:10]([Cl:11])=[CH:9][CH:8]=[N:7][C:6]=1[Cl:12])C.[H-].C([Al+]CC(C)C)C(C)C, predict the reaction product. The product is: [Cl:12][C:6]1[C:5]([CH2:4][OH:3])=[C:10]([Cl:11])[CH:9]=[CH:8][N:7]=1. (3) Given the reactants C(=O)([O-])[O-].[K+].[K+].[CH2:7]([NH2:11])[CH2:8][CH2:9][CH3:10].[CH:12]1[C:21]2[C:16](=[CH:17][CH:18]=[CH:19][CH:20]=2)[CH:15]=[CH:14][C:13]=1[O:22][CH2:23][CH2:24][CH2:25][CH2:26]Cl, predict the reaction product. The product is: [CH2:7]([NH:11][CH2:26][CH2:25][CH2:24][CH2:23][O:22][C:13]1[CH:14]=[CH:15][C:16]2[C:21](=[CH:20][CH:19]=[CH:18][CH:17]=2)[CH:12]=1)[CH2:8][CH2:9][CH3:10]. (4) Given the reactants FC(F)(F)S(O[C:7]1[CH2:8][CH2:9][N:10]([C:13]2[CH:18]=[CH:17][CH:16]=[CH:15][CH:14]=2)[CH2:11][CH:12]=1)(=O)=O.CC1(C)C(C)(C)OB([C:29]2[CH:30]=[C:31]3[C:35](=[CH:36][CH:37]=2)[NH:34][C:33](=[O:38])[CH2:32]3)O1.[Li+].[Cl-].C([O-])([O-])=O.[K+].[K+], predict the reaction product. The product is: [C:13]1([N:10]2[CH2:11][CH:12]=[C:7]([C:29]3[CH:30]=[C:31]4[C:35](=[CH:36][CH:37]=3)[NH:34][C:33](=[O:38])[CH2:32]4)[CH2:8][CH2:9]2)[CH:18]=[CH:17][CH:16]=[CH:15][CH:14]=1. (5) Given the reactants [Si:1](Cl)([C:14]([CH3:17])([CH3:16])[CH3:15])([C:8]1[CH:13]=[CH:12][CH:11]=[CH:10][CH:9]=1)[C:2]1[CH:7]=[CH:6][CH:5]=[CH:4][CH:3]=1.[CH3:19][O:20][C:21]1[CH:22]=[C:23]([OH:28])[CH:24]=[C:25]([CH:27]=1)[OH:26].N1C=CN=C1, predict the reaction product. The product is: [CH3:19][O:20][C:21]1[CH:27]=[C:25]([O:26][Si:1]([C:14]([CH3:17])([CH3:16])[CH3:15])([C:8]2[CH:13]=[CH:12][CH:11]=[CH:10][CH:9]=2)[C:2]2[CH:7]=[CH:6][CH:5]=[CH:4][CH:3]=2)[CH:24]=[C:23]([OH:28])[CH:22]=1. (6) The product is: [CH3:1][O:2][C:3]1[C:4]([C:11]2[CH:16]=[CH:15][CH:14]=[CH:13][CH:12]=2)=[CH:5][C:6]([CH:7]=[C:19]2[C:20]3[C:25](=[N:24][CH:23]=[CH:22][CH:21]=3)[NH:17][C:18]2=[O:26])=[CH:9][CH:10]=1. Given the reactants [CH3:1][O:2][C:3]1[CH:10]=[CH:9][C:6]([CH:7]=O)=[CH:5][C:4]=1[C:11]1[CH:16]=[CH:15][CH:14]=[CH:13][CH:12]=1.[NH:17]1[C:25]2[C:20](=[CH:21][CH:22]=[CH:23][N:24]=2)[CH2:19][C:18]1=[O:26], predict the reaction product. (7) Given the reactants [NH2:1][CH2:2][CH2:3][NH:4][S:5]([C:8]1[C:9]2[CH:10]=[CH:11][N:12]=[CH:13][C:14]=2[CH:15]=[C:16]([C:18]2[CH:23]=[CH:22][CH:21]=[CH:20][CH:19]=2)[CH:17]=1)(=[O:7])=[O:6].[C:24]1([CH2:34][CH2:35][CH:36]=O)[C:33]2[C:28](=[CH:29][CH:30]=[CH:31][CH:32]=2)[CH:27]=[CH:26][CH:25]=1.C(O[BH-](OC(=O)C)OC(=O)C)(=O)C.[Na+].[Cl:52]CCCl, predict the reaction product. The product is: [ClH:52].[ClH:52].[C:24]1([CH2:34][CH2:35][CH2:36][NH:1][CH2:2][CH2:3][NH:4][S:5]([C:8]2[C:9]3[CH:10]=[CH:11][N:12]=[CH:13][C:14]=3[CH:15]=[C:16]([C:18]3[CH:23]=[CH:22][CH:21]=[CH:20][CH:19]=3)[CH:17]=2)(=[O:7])=[O:6])[C:33]2[C:28](=[CH:29][CH:30]=[CH:31][CH:32]=2)[CH:27]=[CH:26][CH:25]=1. (8) Given the reactants Cl.[NH2:2][C@H:3]([CH3:7])[C@@H:4]([OH:6])[CH3:5].CCN(C(C)C)C(C)C.Cl[CH2:18][C:19](Cl)=[O:20].[H-].[Na+], predict the reaction product. The product is: [CH3:7][C@H:3]1[NH:2][C:19](=[O:20])[CH2:18][O:6][C@H:4]1[CH3:5]. (9) Given the reactants [C:9](O[C:9]([O:11][C:12]([CH3:15])([CH3:14])[CH3:13])=[O:10])([O:11][C:12]([CH3:15])([CH3:14])[CH3:13])=[O:10].[NH2:16][CH:17]([C:20]1[CH:30]=[CH:29][C:23]([C:24]([O:26][CH2:27][CH3:28])=[O:25])=[CH:22][CH:21]=1)[CH2:18][F:19].C(N(CC)CC)C, predict the reaction product. The product is: [C:12]([O:11][C:9]([NH:16][CH:17]([C:20]1[CH:30]=[CH:29][C:23]([C:24]([O:26][CH2:27][CH3:28])=[O:25])=[CH:22][CH:21]=1)[CH2:18][F:19])=[O:10])([CH3:13])([CH3:14])[CH3:15].